Dataset: Forward reaction prediction with 1.9M reactions from USPTO patents (1976-2016). Task: Predict the product of the given reaction. (1) Given the reactants [CH3:1][S:2]([O:5][CH2:6][C:7]1[N:11]([CH2:12][CH2:13][C@H:14]2[O:20][C@H:19]([C:21]3[CH:26]=[CH:25][CH:24]=[C:23]([O:27][CH3:28])[C:22]=3[O:29][CH3:30])[C:18]3[CH:31]=[C:32]([Cl:35])[CH:33]=[CH:34][C:17]=3[N:16]3[CH:36]=[CH:37][CH:38]=[C:15]23)[N:10]=N[CH:8]=1)(=[O:4])=[O:3].Cl[C:40]1C=CC2N3C=CC=C3[C@@H](CCN3C(CO)=CC=N3)O[C@H](C3C=CC=C(OC)C=3OC)C=2C=1.CS(Cl)(=O)=O, predict the reaction product. The product is: [CH3:1][S:2]([O:5][CH2:6][C:7]1[N:11]([CH2:12][CH2:13][C@H:14]2[O:20][C@H:19]([C:21]3[CH:26]=[CH:25][CH:24]=[C:23]([O:27][CH3:28])[C:22]=3[O:29][CH3:30])[C:18]3[CH:31]=[C:32]([Cl:35])[CH:33]=[CH:34][C:17]=3[N:16]3[CH:36]=[CH:37][CH:38]=[C:15]23)[N:10]=[CH:40][CH:8]=1)(=[O:3])=[O:4]. (2) Given the reactants [Cl:1][C:2]1[C:7]([C:8]([O:10][CH2:11][CH3:12])=[O:9])=[C:6]([F:13])[C:5]([CH:14]=[N:15]O)=[CH:4][CH:3]=1.Cl.CCO, predict the reaction product. The product is: [NH2:15][CH2:14][C:5]1[C:6]([F:13])=[C:7]([C:2]([Cl:1])=[CH:3][CH:4]=1)[C:8]([O:10][CH2:11][CH3:12])=[O:9]. (3) Given the reactants ClC1C=C2C(=CC=1)[N:7](S(C1C=CC=CC=1)(=O)=O)C(C(OCC)=O)=C2S(Cl)(=O)=O.[Br:29][C:30]1[CH:31]=[C:32]2[C:36](=[CH:37][CH:38]=1)[N:35](S(C1C=CC=CC=1)(=O)=O)[C:34]([C:48]([O:50]CC)=O)=[C:33]2[S:53](Cl)(=[O:55])=[O:54].Cl.CN.[CH3:60][NH:61][CH2:62][CH:63]1[CH2:68][O:67][CH2:66][CH2:65][O:64]1, predict the reaction product. The product is: [Br:29][C:30]1[CH:31]=[C:32]2[C:36](=[CH:37][CH:38]=1)[NH:35][C:34]([C:48]([NH2:7])=[O:50])=[C:33]2[S:53]([N:61]([CH2:62][CH:63]1[CH2:68][O:67][CH2:66][CH2:65][O:64]1)[CH3:60])(=[O:54])=[O:55]. (4) Given the reactants [NH2:1][C:2]1[C:7]([N+:8]([O-:10])=[O:9])=[CH:6][CH:5]=[CH:4][C:3]=1[OH:11].N1C=CN=C1.Cl[Si:18]([CH:25]([CH3:27])[CH3:26])([CH:22]([CH3:24])[CH3:23])[CH:19]([CH3:21])[CH3:20], predict the reaction product. The product is: [N+:8]([C:7]1[CH:6]=[CH:5][CH:4]=[C:3]([O:11][Si:18]([CH:25]([CH3:27])[CH3:26])([CH:22]([CH3:24])[CH3:23])[CH:19]([CH3:21])[CH3:20])[C:2]=1[NH2:1])([O-:10])=[O:9]. (5) Given the reactants [CH:1]1([C:4]2[N:8]([CH:9]3[CH2:11][CH2:10]3)[C:7]([C:12]([CH3:19])([C:14]3[S:15][CH:16]=[CH:17][CH:18]=3)[CH3:13])=[N:6][N:5]=2)[CH2:3][CH2:2]1.[Br:20]N1C(=O)CCC1=O, predict the reaction product. The product is: [Br:20][C:16]1[S:15][C:14]([C:12]([C:7]2[N:8]([CH:9]3[CH2:10][CH2:11]3)[C:4]([CH:1]3[CH2:3][CH2:2]3)=[N:5][N:6]=2)([CH3:19])[CH3:13])=[CH:18][CH:17]=1. (6) Given the reactants [Cl:1][C:2]1[CH:7]=[CH:6][C:5]([N:8]2[C:16]([C:17]3[CH:22]=[CH:21][CH:20]=[CH:19][C:18]=3[Cl:23])=[N:15][C:14]3[C:9]2=[N:10][CH:11]=[N:12][C:13]=3[N:24]2[CH2:29][CH2:28][C:27]([CH2:32]O)([NH:30][CH3:31])[CH2:26][CH2:25]2)=[CH:4][CH:3]=1.C(N(CC)CC)C.Cl[CH2:42][C:43](Cl)=[O:44].[OH-:46].[Na+], predict the reaction product. The product is: [Cl:1][C:2]1[CH:3]=[CH:4][C:5]([N:8]2[C:16]([C:17]3[CH:22]=[CH:21][CH:20]=[CH:19][C:18]=3[Cl:23])=[N:15][C:14]3[C:9]2=[N:10][CH:11]=[N:12][C:13]=3[N:24]2[CH2:25][CH2:26][C:27]3([N:30]([CH3:31])[C:43](=[O:44])[CH2:42][O:46][CH2:32]3)[CH2:28][CH2:29]2)=[CH:6][CH:7]=1.